Dataset: Reaction yield outcomes from USPTO patents with 853,638 reactions. Task: Predict the reaction yield, written as a fraction of the theoretical maximum amount of product (1.0 means a 100% yield; for example, 0.34 means a 34% yield). (1) The reactants are [F:1][C:2]1[CH:34]=[CH:33][C:5]([CH2:6][N:7]2[C:16](=[O:17])[C:15]([C:18]3[NH:23][C:22]4[CH:24]=[CH:25][C:26](I)=[CH:27][C:21]=4[S:20](=[O:30])(=[O:29])[N:19]=3)=[C:14]([OH:31])[C@H:13]3[C@@H:8]2[C@H:9]2[CH2:32][C@@H:12]3[CH2:11][CH2:10]2)=[CH:4][CH:3]=1.[Cu][C:36]#[N:37].CN(C)C=O. The catalyst is C(OCC)(=O)C. The product is [F:1][C:2]1[CH:34]=[CH:33][C:5]([CH2:6][N:7]2[C:16](=[O:17])[C:15]([C:18]3[NH:23][C:22]4[CH:24]=[CH:25][C:26]([C:36]#[N:37])=[CH:27][C:21]=4[S:20](=[O:30])(=[O:29])[N:19]=3)=[C:14]([OH:31])[C@H:13]3[C@@H:8]2[C@H:9]2[CH2:32][C@@H:12]3[CH2:11][CH2:10]2)=[CH:4][CH:3]=1. The yield is 0.960. (2) The reactants are [OH:1][C:2]1[CH:7]=[C:6]([C:8]#[N:9])[CH:5]=[CH:4][N:3]=1.C([O-])([O-])=O.[K+].[K+].[Na+].[I-].[Cl:18][C:19]1[CH:20]=[CH:21][C:22]2[S:26][C:25]([CH2:27]Cl)=[N:24][C:23]=2[CH:29]=1. The catalyst is CN(C=O)C.O. The product is [Cl:18][C:19]1[CH:20]=[CH:21][C:22]2[S:26][C:25]([CH2:27][O:1][C:2]3[CH:7]=[C:6]([CH:5]=[CH:4][N:3]=3)[C:8]#[N:9])=[N:24][C:23]=2[CH:29]=1. The yield is 0.0750. (3) The reactants are [N:1]1([C:7]([O:9][C:10]([CH3:13])([CH3:12])[CH3:11])=[O:8])[CH2:6][CH2:5][NH:4][CH2:3][CH2:2]1.O(C(C)(C)C)[Na].[Br:20][C:21]1[CH:26]=[CH:25][CH:24]=[C:23](I)[C:22]=1[CH3:28]. The catalyst is C(Cl)Cl.C1C=CC(/C=C/C(/C=C/C2C=CC=CC=2)=O)=CC=1.C1C=CC(/C=C/C(/C=C/C2C=CC=CC=2)=O)=CC=1.C1C=CC(/C=C/C(/C=C/C2C=CC=CC=2)=O)=CC=1.[Pd].[Pd]. The product is [Br:20][C:21]1[C:22]([CH3:28])=[C:23]([N:4]2[CH2:5][CH2:6][N:1]([C:7]([O:9][C:10]([CH3:13])([CH3:12])[CH3:11])=[O:8])[CH2:2][CH2:3]2)[CH:24]=[CH:25][CH:26]=1. The yield is 0.320. (4) The reactants are [F:1][C:2]1[CH:7]=[CH:6][C:5]([CH:8]2[CH2:13][CH2:12][CH2:11][CH2:10][C:9]2=[O:14])=[CH:4][CH:3]=1.[C:15](Cl)([N:17]=[C:18]=[O:19])=[O:16]. No catalyst specified. The product is [F:1][C:2]1[CH:3]=[CH:4][C:5]([CH:8]2[C:9]3[O:14][C:18](=[O:19])[NH:17][C:15](=[O:16])[C:10]=3[CH2:11][CH2:12][CH2:13]2)=[CH:6][CH:7]=1.[F:1][C:2]1[CH:3]=[CH:4][C:5]([C:8]23[CH2:13][CH2:12][CH2:11][CH:10]=[C:9]2[O:14][C:18](=[O:19])[NH:17][C:15]3=[O:16])=[CH:6][CH:7]=1. The yield is 0.196.